From a dataset of Rat liver microsome stability data. Regression/Classification. Given a drug SMILES string, predict its absorption, distribution, metabolism, or excretion properties. Task type varies by dataset: regression for continuous measurements (e.g., permeability, clearance, half-life) or binary classification for categorical outcomes (e.g., BBB penetration, CYP inhibition). Dataset: rlm. (1) The molecule is O=C(O)CC#Cc1ccc(NC(=O)CSc2nnnn2-c2ccc(C3CC3)cc2Cl)c(Cl)c1. The result is 1 (stable in rat liver microsomes). (2) The compound is COc1cc([C@@H]2CCN(CCO)C[C@@H]2O)ccc1Nc1ncc2ccc(-c3ccccc3OC)n2n1. The result is 0 (unstable in rat liver microsomes). (3) The molecule is Nc1ccc(C(=O)NCCC(c2ccccc2)c2ccccc2)cn1. The result is 1 (stable in rat liver microsomes). (4) The compound is Oc1c(CN2CCCC2)cc(Cn2ccc3ccc(Cl)cc32)c2cccnc12. The result is 0 (unstable in rat liver microsomes). (5) The compound is O=C(N[C@@H](Cc1c[nH]c2ccccc12)C(=O)Nc1ccncc1)c1ccc(N2CCOCC2)cc1F. The result is 1 (stable in rat liver microsomes). (6) The drug is CCOc1cc(NC(=O)C2(NC(=O)c3ccc4c(C5CCCC5)c(-c5ncc(Cl)cn5)n(C)c4c3)CCC2)ccc1C=CC(=O)OCC(=O)O. The result is 0 (unstable in rat liver microsomes).